Dataset: Forward reaction prediction with 1.9M reactions from USPTO patents (1976-2016). Task: Predict the product of the given reaction. (1) Given the reactants C(OC(=O)[NH:7][CH2:8][CH2:9][N:10]1[C:14]([C:15](=O)[CH3:16])=[CH:13][C:12]([CH2:18][O:19][C:20]2[CH:25]=[CH:24][CH:23]=[CH:22][CH:21]=2)=[N:11]1)(C)(C)C, predict the reaction product. The product is: [CH3:16][C:15]1[C:14]2[N:10]([N:11]=[C:12]([CH2:18][O:19][C:20]3[CH:25]=[CH:24][CH:23]=[CH:22][CH:21]=3)[CH:13]=2)[CH2:9][CH2:8][N:7]=1. (2) Given the reactants [CH3:1][N:2]1[C:10]2[C:5](=[CH:6][CH:7]=[C:8]([N+:11]([O-])=O)[CH:9]=2)[CH:4]=[N:3]1.C(O)C, predict the reaction product. The product is: [CH3:1][N:2]1[C:10]2[C:5](=[CH:6][CH:7]=[C:8]([NH2:11])[CH:9]=2)[CH:4]=[N:3]1. (3) Given the reactants Cl[C:2]1[N:9]=[C:8]([CH:10]([CH3:12])[CH3:11])[C:7]([C:13]2[CH:18]=[CH:17][CH:16]=[CH:15][CH:14]=2)=[CH:6][C:3]=1[C:4]#[N:5].[CH3:19][C@@H:20]1[CH2:25][NH:24][CH2:23][CH2:22][NH:21]1.C(N(CC)CC)C, predict the reaction product. The product is: [CH:10]([C:8]1[C:7]([C:13]2[CH:18]=[CH:17][CH:16]=[CH:15][CH:14]=2)=[CH:6][C:3]([C:4]#[N:5])=[C:2]([N:24]2[CH2:23][CH2:22][NH:21][C@H:20]([CH3:19])[CH2:25]2)[N:9]=1)([CH3:12])[CH3:11]. (4) Given the reactants ClC(OC(Cl)C)=O.[CH3:8][CH2:9][O:10][C:11]([C:13]1[N:14]([C:41]([O:43][C:44]([CH3:47])([CH3:46])[CH3:45])=[O:42])[C:15]2[C:20]([CH:21]=1)=[CH:19][C:18]([C:22]1([CH2:34][C:35]3[CH:40]=[CH:39][CH:38]=[CH:37][CH:36]=3)[CH2:26][CH2:25][N:24](CC3C=CC=CC=3)[CH2:23]1)=[CH:17][CH:16]=2)=[O:12].C(N(CC)CC)C, predict the reaction product. The product is: [CH3:8][CH2:9][O:10][C:11]([C:13]1[N:14]([C:41]([O:43][C:44]([CH3:45])([CH3:47])[CH3:46])=[O:42])[C:15]2[C:20]([CH:21]=1)=[CH:19][C:18]([C:22]1([CH2:34][C:35]3[CH:40]=[CH:39][CH:38]=[CH:37][CH:36]=3)[CH2:26][CH2:25][NH:24][CH2:23]1)=[CH:17][CH:16]=2)=[O:12]. (5) Given the reactants [CH:1]1([CH2:7][N:8]2[C:16]3[C:11](=[CH:12][CH:13]=[CH:14][C:15]=3[O:17][CH3:18])[C:10]([C:19]3[S:20][C:21]([C:25](OCC)=[O:26])=[C:22]([CH3:24])[N:23]=3)=[CH:9]2)[CH2:6][CH2:5][CH2:4][CH2:3][CH2:2]1.[H-].[Al+3].[Li+].[H-].[H-].[H-].CO, predict the reaction product. The product is: [CH:1]1([CH2:7][N:8]2[C:16]3[C:11](=[CH:12][CH:13]=[CH:14][C:15]=3[O:17][CH3:18])[C:10]([C:19]3[S:20][C:21]([CH2:25][OH:26])=[C:22]([CH3:24])[N:23]=3)=[CH:9]2)[CH2:6][CH2:5][CH2:4][CH2:3][CH2:2]1.